This data is from NCI-60 drug combinations with 297,098 pairs across 59 cell lines. The task is: Regression. Given two drug SMILES strings and cell line genomic features, predict the synergy score measuring deviation from expected non-interaction effect. (1) Drug 1: C1CC(=O)NC(=O)C1N2C(=O)C3=CC=CC=C3C2=O. Drug 2: CN(C(=O)NC(C=O)C(C(C(CO)O)O)O)N=O. Cell line: SK-MEL-28. Synergy scores: CSS=-5.74, Synergy_ZIP=-0.962, Synergy_Bliss=-25.8, Synergy_Loewe=-27.3, Synergy_HSA=-33.1. (2) Drug 1: C1CCN(CC1)CCOC2=CC=C(C=C2)C(=O)C3=C(SC4=C3C=CC(=C4)O)C5=CC=C(C=C5)O. Drug 2: C1=C(C(=O)NC(=O)N1)F. Cell line: K-562. Synergy scores: CSS=37.3, Synergy_ZIP=-0.0236, Synergy_Bliss=0.911, Synergy_Loewe=-0.583, Synergy_HSA=-0.175. (3) Drug 1: CC1=C(C=C(C=C1)NC2=NC=CC(=N2)N(C)C3=CC4=NN(C(=C4C=C3)C)C)S(=O)(=O)N.Cl. Drug 2: CC1C(C(CC(O1)OC2CC(CC3=C2C(=C4C(=C3O)C(=O)C5=CC=CC=C5C4=O)O)(C(=O)C)O)N)O. Cell line: NCI-H226. Synergy scores: CSS=58.6, Synergy_ZIP=1.72, Synergy_Bliss=0.249, Synergy_Loewe=-1.70, Synergy_HSA=6.71. (4) Drug 2: C1=NC2=C(N=C(N=C2N1C3C(C(C(O3)CO)O)O)F)N. Synergy scores: CSS=7.53, Synergy_ZIP=2.62, Synergy_Bliss=4.57, Synergy_Loewe=-24.4, Synergy_HSA=1.38. Cell line: T-47D. Drug 1: CCC1(CC2CC(C3=C(CCN(C2)C1)C4=CC=CC=C4N3)(C5=C(C=C6C(=C5)C78CCN9C7C(C=CC9)(C(C(C8N6C=O)(C(=O)OC)O)OC(=O)C)CC)OC)C(=O)OC)O.OS(=O)(=O)O. (5) Drug 1: C1=CC=C(C(=C1)C(C2=CC=C(C=C2)Cl)C(Cl)Cl)Cl. Drug 2: CC(C)CN1C=NC2=C1C3=CC=CC=C3N=C2N. Cell line: HOP-62. Synergy scores: CSS=3.44, Synergy_ZIP=-3.52, Synergy_Bliss=-6.80, Synergy_Loewe=-3.08, Synergy_HSA=-5.54. (6) Drug 1: CC1CCC2CC(C(=CC=CC=CC(CC(C(=O)C(C(C(=CC(C(=O)CC(OC(=O)C3CCCCN3C(=O)C(=O)C1(O2)O)C(C)CC4CCC(C(C4)OC)OCCO)C)C)O)OC)C)C)C)OC. Drug 2: CC1C(C(CC(O1)OC2CC(CC3=C2C(=C4C(=C3O)C(=O)C5=C(C4=O)C(=CC=C5)OC)O)(C(=O)CO)O)N)O.Cl. Cell line: HT29. Synergy scores: CSS=32.9, Synergy_ZIP=-2.60, Synergy_Bliss=0.946, Synergy_Loewe=3.28, Synergy_HSA=3.92. (7) Drug 1: CN(C)C1=NC(=NC(=N1)N(C)C)N(C)C. Drug 2: CN1C(=O)N2C=NC(=C2N=N1)C(=O)N. Cell line: HS 578T. Synergy scores: CSS=0.399, Synergy_ZIP=4.26, Synergy_Bliss=6.32, Synergy_Loewe=-1.38, Synergy_HSA=-1.00.